This data is from Catalyst prediction with 721,799 reactions and 888 catalyst types from USPTO. The task is: Predict which catalyst facilitates the given reaction. (1) Reactant: [OH2:1].[NH2:2][C:3](=[NH:33])[C:4]1[CH:32]=[CH:31][C:7]([O:8][CH2:9][CH2:10][CH2:11][CH:12]2[CH2:17][CH2:16][N:15]([CH2:18][CH2:19][CH2:20][O:21][C:22]3[CH:30]=[CH:29][C:25]([C:26]([NH2:28])=[NH:27])=[CH:24][CH:23]=3)[CH2:14][CH2:13]2)=[CH:6][CH:5]=1.[ClH:34]. Product: [OH2:8].[OH2:1].[OH2:8].[OH2:8].[OH2:8].[ClH:34].[ClH:34].[ClH:34].[NH2:33][C:3](=[NH:2])[C:4]1[CH:32]=[CH:31][C:7]([O:8][CH2:9][CH2:10][CH2:11][CH:12]2[CH2:17][CH2:16][N:15]([CH2:18][CH2:19][CH2:20][O:21][C:22]3[CH:23]=[CH:24][C:25]([C:26]([NH2:28])=[NH:27])=[CH:29][CH:30]=3)[CH2:14][CH2:13]2)=[CH:6][CH:5]=1. The catalyst class is: 41. (2) Reactant: [H-].[Na+].[CH3:3][C:4]1([CH3:11])[CH2:9][CH2:8][C:7](=[O:10])[CH2:6][CH2:5]1.[CH3:12][C:13](=O)[O:14]CC. Product: [C:13]([CH:6]1[CH2:5][C:4]([CH3:11])([CH3:3])[CH2:9][CH2:8][C:7]1=[O:10])(=[O:14])[CH3:12]. The catalyst class is: 11. (3) Reactant: [CH3:1][O:2][C:3](=[O:40])[C@@H:4]([NH:32][C:33]([O:35][C:36]([CH3:39])([CH3:38])[CH3:37])=[O:34])[CH2:5][C:6]1[CH:31]=[CH:30][C:9]2[O:10][C@@H:11]([C:14]3[CH:19]=[CH:18][C:17]([O:20][CH2:21][C:22]4[CH:27]=[CH:26][C:25]([Cl:28])=[C:24]([Cl:29])[CH:23]=4)=[CH:16][CH:15]=3)[CH2:12][O:13][C:8]=2[CH:7]=1.[CH2:41](Cl)Cl. Product: [CH3:1][O:2][C:3]([C@@H:4]1[CH2:5][C:6]2[CH:7]=[C:8]3[O:13][CH2:12][C@H:11]([C:14]4[CH:15]=[CH:16][C:17]([O:20][CH2:21][C:22]5[CH:27]=[CH:26][C:25]([Cl:28])=[C:24]([Cl:29])[CH:23]=5)=[CH:18][CH:19]=4)[O:10][C:9]3=[CH:30][C:31]=2[CH2:41][N:32]1[C:33]([O:35][C:36]([CH3:37])([CH3:39])[CH3:38])=[O:34])=[O:40]. The catalyst class is: 12. (4) Reactant: Cl[C:2]1[CH:7]=[C:6]([N+:8]([O-:10])=[O:9])[CH:5]=[CH:4][N:3]=1.[NH:11]1[CH2:16][CH2:15][O:14][CH2:13][CH2:12]1. Product: [N+:8]([C:6]1[CH:5]=[CH:4][N:3]=[C:2]([N:11]2[CH2:16][CH2:15][O:14][CH2:13][CH2:12]2)[CH:7]=1)([O-:10])=[O:9]. The catalyst class is: 1. (5) Reactant: Cl.[NH2:2][C:3]([CH3:7])([CH3:6])[CH2:4][SH:5].[OH-].[K+].Br[CH2:11][C:12](OCC)=[O:13]. Product: [CH3:6][C:3]1([CH3:7])[NH:2][C:12](=[O:13])[CH2:11][S:5][CH2:4]1. The catalyst class is: 14.